Dataset: Forward reaction prediction with 1.9M reactions from USPTO patents (1976-2016). Task: Predict the product of the given reaction. (1) Given the reactants C([O:5][C:6](=[O:21])[CH:7]=[CH:8][C:9]1[CH:20]=[N:19][C:12]2[NH:13][C:14](=[O:18])[CH2:15][O:16][CH2:17][C:11]=2[CH:10]=1)(C)(C)C.C(O)(C(F)(F)F)=O.C(Cl)[Cl:30], predict the reaction product. The product is: [ClH:30].[O:18]=[C:14]1[NH:13][C:12]2[N:19]=[CH:20][C:9]([CH:8]=[CH:7][C:6]([OH:21])=[O:5])=[CH:10][C:11]=2[CH2:17][O:16][CH2:15]1. (2) Given the reactants [F:1][C:2]1[CH:7]=[CH:6][C:5]([C@@H:8]([NH:10][C:11](=[O:34])[C:12]2[CH:17]=[CH:16][CH:15]=[N:14][C:13]=2[NH:18][CH2:19][C:20]2[S:21][C:22](B3OC(C)(C)C(C)(C)O3)=[CH:23][CH:24]=2)[CH3:9])=[CH:4][CH:3]=1.I[C:36]1[CH:37]=[CH:38][C:39]2[N:40]([N:42]=[CH:43][N:44]=2)[CH:41]=1.C([O-])([O-])=O.[K+].[K+].ClCCl, predict the reaction product. The product is: [N:44]1[CH:43]=[N:42][N:40]2[CH:41]=[C:36]([C:22]3[S:21][C:20]([CH2:19][NH:18][C:13]4[N:14]=[CH:15][CH:16]=[CH:17][C:12]=4[C:11]([NH:10][C@H:8]([C:5]4[CH:4]=[CH:3][C:2]([F:1])=[CH:7][CH:6]=4)[CH3:9])=[O:34])=[CH:24][CH:23]=3)[CH:37]=[CH:38][C:39]=12. (3) Given the reactants [Cl:1][C:2]1[CH:10]=[CH:9][C:5]([C:6](O)=[O:7])=[C:4]([NH:11][C:12]2[CH:17]=[CH:16][CH:15]=[CH:14][CH:13]=2)[CH:3]=1.Cl.[CH3:19][NH:20][O:21][CH3:22].C(N(CC)C(C)C)(C)C, predict the reaction product. The product is: [Cl:1][C:2]1[CH:10]=[CH:9][C:5]([C:6]([N:20]([O:21][CH3:22])[CH3:19])=[O:7])=[C:4]([NH:11][C:12]2[CH:17]=[CH:16][CH:15]=[CH:14][CH:13]=2)[CH:3]=1. (4) The product is: [F:1][C:2]1[CH:3]=[CH:4][C:5]([NH:8][C:9]2[S:10][CH:13]=[C:14]([C:15]([OH:17])=[O:16])[N:11]=2)=[CH:6][CH:7]=1. Given the reactants [F:1][C:2]1[CH:7]=[CH:6][C:5]([NH:8][C:9]([NH2:11])=[S:10])=[CH:4][CH:3]=1.Br[CH2:13][C:14](=O)[C:15]([OH:17])=[O:16], predict the reaction product. (5) Given the reactants Br[C:2]1[CH:7]=[CH:6][C:5]([O:8][CH3:9])=[C:4]([O:10][CH2:11][CH:12]2[CH2:14][CH2:13]2)[C:3]=1[O:15][CH2:16][O:17][CH3:18].C(=O)([O-])[O-].[Cs+].[Cs+].O.CC1(C)C(C)(C)OB([C:34]2[CH:35]=[C:36]3[C:40](=[CH:41][CH:42]=2)[C:39](=[O:43])[O:38][CH2:37]3)O1, predict the reaction product. The product is: [CH:12]1([CH2:11][O:10][C:4]2[C:3]([O:15][CH2:16][O:17][CH3:18])=[C:2]([C:34]3[CH:35]=[C:36]4[C:40](=[CH:41][CH:42]=3)[C:39](=[O:43])[O:38][CH2:37]4)[CH:7]=[CH:6][C:5]=2[O:8][CH3:9])[CH2:14][CH2:13]1. (6) Given the reactants [P:1]([Cl:6])([Cl:5])([O:3][CH3:4])=[O:2].[N:7]1[CH:12]=[CH:11][CH:10]=[CH:9][CH:8]=1, predict the reaction product. The product is: [P:1]([Cl:6])([Cl:5])([O-:3])=[O:2].[CH3:4][N+:7]1[CH:12]=[CH:11][CH:10]=[CH:9][CH:8]=1. (7) Given the reactants CN(C=O)C.[CH3:6][C:7]1([CH3:25])[CH2:11][C:10]2[C:12]([CH3:24])=[C:13]([N:18]3[CH2:23][CH2:22][NH:21][CH2:20][CH2:19]3)[C:14]([CH3:17])=[C:15]([CH3:16])[C:9]=2[O:8]1.[Cl:26][C:27]1[N:32]=[C:31]([Cl:33])[CH:30]=[CH:29][N:28]=1.C(N(CC)CC)C, predict the reaction product. The product is: [Cl:26][C:27]1[N:32]=[C:31]([N:21]2[CH2:20][CH2:19][N:18]([C:13]3[C:14]([CH3:17])=[C:15]([CH3:16])[C:9]4[O:8][C:7]([CH3:25])([CH3:6])[CH2:11][C:10]=4[C:12]=3[CH3:24])[CH2:23][CH2:22]2)[CH:30]=[CH:29][N:28]=1.[Cl:33][C:31]1[CH:30]=[CH:29][N:28]=[C:27]([N:21]2[CH2:20][CH2:19][N:18]([C:13]3[C:14]([CH3:17])=[C:15]([CH3:16])[C:9]4[O:8][C:7]([CH3:25])([CH3:6])[CH2:11][C:10]=4[C:12]=3[CH3:24])[CH2:23][CH2:22]2)[N:32]=1.